Dataset: NCI-60 drug combinations with 297,098 pairs across 59 cell lines. Task: Regression. Given two drug SMILES strings and cell line genomic features, predict the synergy score measuring deviation from expected non-interaction effect. Drug 1: CC1=C(C=C(C=C1)NC2=NC=CC(=N2)N(C)C3=CC4=NN(C(=C4C=C3)C)C)S(=O)(=O)N.Cl. Drug 2: CN(CCCl)CCCl.Cl. Cell line: LOX IMVI. Synergy scores: CSS=12.8, Synergy_ZIP=-5.62, Synergy_Bliss=1.09, Synergy_Loewe=1.14, Synergy_HSA=2.92.